This data is from Forward reaction prediction with 1.9M reactions from USPTO patents (1976-2016). The task is: Predict the product of the given reaction. (1) Given the reactants [Cl:1][C:2]1[CH:3]=[CH:4][CH:5]=[C:6]2[C:10]=1[NH:9][N:8]=[C:7]2[C:11]1[CH:16]=[CH:15][C:14]([O:17][CH3:18])=[CH:13][CH:12]=1.[H-].[Na+].[CH:21]1(Br)[CH2:25][CH2:24][CH2:23][CH2:22]1, predict the reaction product. The product is: [Cl:1][C:2]1[C:10]2[C:6](=[C:7]([C:11]3[CH:16]=[CH:15][C:14]([O:17][CH3:18])=[CH:13][CH:12]=3)[N:8]([CH:21]3[CH2:25][CH2:24][CH2:23][CH2:22]3)[N:9]=2)[CH:5]=[CH:4][CH:3]=1. (2) Given the reactants Cl[C:2]1[C:7]([Cl:8])=[CH:6][C:5]([C:9]([F:12])([F:11])[F:10])=[CH:4][N:3]=1.[C:13]1([C@H:19]([NH:21][S:22]([C:25]2[CH:34]=[CH:33][C:28]([C:29]([O:31][CH3:32])=[O:30])=[CH:27][CH:26]=2)(=[O:24])=[O:23])[CH3:20])[CH:18]=[CH:17][CH:16]=[CH:15][CH:14]=1, predict the reaction product. The product is: [Cl:8][C:7]1[C:2]([N:21]([C@@H:19]([C:13]2[CH:14]=[CH:15][CH:16]=[CH:17][CH:18]=2)[CH3:20])[S:22]([C:25]2[CH:34]=[CH:33][C:28]([C:29]([O:31][CH3:32])=[O:30])=[CH:27][CH:26]=2)(=[O:24])=[O:23])=[N:3][CH:4]=[C:5]([C:9]([F:12])([F:11])[F:10])[CH:6]=1. (3) Given the reactants [Cl:1][C:2]1[CH:3]=[C:4]([NH:17][C:18]2[C:27]3[C:22](=[CH:23][CH:24]=[C:25]([C:28](=O)[C:29]#[C:30][CH3:31])[CH:26]=3)[N:21]=[CH:20][N:19]=2)[CH:5]=[CH:6][C:7]=1[O:8][CH2:9][C:10]1[CH:15]=[CH:14][CH:13]=[C:12]([F:16])[CH:11]=1.C(OC([N:40]1[CH2:45][CH2:44][O:43][C@H:42]([CH2:46][O:47][NH2:48])[CH2:41]1)=O)(C)(C)C.CS(O)(=O)=O.C(=O)(O)[O-].[Na+], predict the reaction product. The product is: [ClH:1].[ClH:1].[Cl:1][C:2]1[CH:3]=[C:4]([NH:17][C:18]2[C:27]3[C:22](=[CH:23][CH:24]=[C:25]([C:28](=[N:48][O:47][CH2:46][C@H:42]4[O:43][CH2:44][CH2:45][NH:40][CH2:41]4)[C:29]#[C:30][CH3:31])[CH:26]=3)[N:21]=[CH:20][N:19]=2)[CH:5]=[CH:6][C:7]=1[O:8][CH2:9][C:10]1[CH:15]=[CH:14][CH:13]=[C:12]([F:16])[CH:11]=1. (4) Given the reactants C([O:5][C:6](=O)[CH2:7][N:8]([C:13]([O:15][C:16]([CH3:19])([CH3:18])[CH3:17])=[O:14])[CH2:9][C:10]([CH3:12])=[CH2:11])(C)(C)C.[BH4-].[Li+].O.Cl, predict the reaction product. The product is: [C:16]([O:15][C:13]([N:8]([CH2:7][CH2:6][OH:5])[CH2:9][C:10]([CH3:12])=[CH2:11])=[O:14])([CH3:19])([CH3:18])[CH3:17]. (5) Given the reactants [H-].[Na+].[F:3][C:4]1[CH:9]=[CH:8][C:7]([C:10](=[O:18])[CH2:11][C:12]2[CH:17]=[CH:16][N:15]=[CH:14][CH:13]=2)=[CH:6][CH:5]=1.[F:19][C:20]1[CH:28]=[CH:27][C:23]([C:24](Cl)=[O:25])=[CH:22][CH:21]=1.O, predict the reaction product. The product is: [F:19][C:20]1[CH:28]=[CH:27][C:23]([C:24]([O:18][C:10]([C:7]2[CH:8]=[CH:9][C:4]([F:3])=[CH:5][CH:6]=2)=[CH:11][C:12]2[CH:17]=[CH:16][N:15]=[CH:14][CH:13]=2)=[O:25])=[CH:22][CH:21]=1. (6) Given the reactants [O:1]=[CH:2][C:3]1[CH:11]=[CH:10][C:7]([O:8][CH3:9])=[C:5]([OH:6])[CH:4]=1.C(=O)([O-])[O-].[K+].[K+].Br[CH2:19][CH:20]([F:22])[F:21], predict the reaction product. The product is: [F:21][CH:20]([F:22])[CH2:19][O:6][C:5]1[CH:4]=[C:3]([CH:11]=[CH:10][C:7]=1[O:8][CH3:9])[CH:2]=[O:1]. (7) The product is: [C:33]([OH:40])(=[O:39])/[CH:34]=[CH:35]\[C:36]([OH:38])=[O:37].[CH3:1][O:2][C:3]1[CH:8]=[CH:7][CH:6]=[CH:5][C:4]=1[N:9]1[CH2:10][CH2:11][N:12]([CH2:15][CH2:16][C:17]([C:25]([CH:27]2[CH2:32][CH2:31][CH2:30][CH2:29][CH2:28]2)=[O:26])([C:19]2[CH:20]=[CH:21][CH:22]=[CH:23][CH:24]=2)[CH3:18])[CH2:13][CH2:14]1. Given the reactants [CH3:1][O:2][C:3]1[CH:8]=[CH:7][CH:6]=[CH:5][C:4]=1[N:9]1[CH2:14][CH2:13][N:12]([CH2:15][CH2:16][C:17]([C:25]([CH:27]2[CH2:32][CH2:31][CH2:30][CH2:29][CH2:28]2)=[O:26])([C:19]2[CH:24]=[CH:23][CH:22]=[CH:21][CH:20]=2)[CH3:18])[CH2:11][CH2:10]1.[C:33]([OH:40])(=[O:39])/[CH:34]=[CH:35]\[C:36]([OH:38])=[O:37].CC(OC)(C)C, predict the reaction product.